From a dataset of Forward reaction prediction with 1.9M reactions from USPTO patents (1976-2016). Predict the product of the given reaction. Given the reactants Br[C:2]1[CH:3]=[CH:4][C:5]2[O:9][C:8]3[CH:10]=[C:11]([S:14]([NH:17][C@@H:18]([CH:23]([CH3:25])[CH3:24])[C:19]([O:21][CH3:22])=[O:20])(=[O:16])=[O:15])[CH:12]=[CH:13][C:7]=3[C:6]=2[CH:26]=1.C([O-])([O-])=O.[K+].[K+].[O:33]1[CH:37]=[CH:36][C:35](B(O)O)=[CH:34]1, predict the reaction product. The product is: [O:33]1[CH:37]=[CH:36][C:35]([C:2]2[CH:3]=[CH:4][C:5]3[O:9][C:8]4[CH:10]=[C:11]([S:14]([NH:17][C@H:18]([C:19]([O:21][CH3:22])=[O:20])[CH:23]([CH3:25])[CH3:24])(=[O:15])=[O:16])[CH:12]=[CH:13][C:7]=4[C:6]=3[CH:26]=2)=[CH:34]1.